Dataset: Full USPTO retrosynthesis dataset with 1.9M reactions from patents (1976-2016). Task: Predict the reactants needed to synthesize the given product. (1) Given the product [C:24]([C:26]1[CH:27]=[C:28]([CH:31]=[CH:32][CH:33]=1)[CH2:29][NH:30][C:21]([CH:13]1[CH2:14][C:15]2[C:20](=[CH:19][CH:18]=[CH:17][CH:16]=2)[CH2:11][N:12]1[C:11]([NH:12][C:13]1[CH:21]=[CH:35][C:34]([Cl:37])=[CH:15][CH:14]=1)=[O:38])=[O:23])#[N:25], predict the reactants needed to synthesize it. The reactants are: ClC1C=CC(NC([CH:11]2[C:20]3[C:15](=[CH:16][CH:17]=[CH:18][CH:19]=3)[CH2:14][CH:13]([C:21]([OH:23])=O)[NH:12]2)=O)=CC=1.[C:24]([C:26]1[CH:27]=[C:28]([CH:31]=[CH:32][CH:33]=1)[CH2:29][NH2:30])#[N:25].[CH2:34]([Cl:37])[CH2:35]Cl.[OH2:38]. (2) The reactants are: [C:1]1([CH2:19][OH:20])[S:2][CH:3]=[C:4]2[C:10]=1[C:9]1[CH:11]=[CH:12][CH:13]=[CH:14][C:8]=1[O:7][C:6]1[CH:15]=[CH:16][CH:17]=[CH:18][C:5]2=1.Cl.[CH3:22][N:23]([CH3:27])[CH2:24][CH2:25]Cl. Given the product [CH3:22][N:23]([CH3:27])[CH2:24][CH2:25][O:20][CH2:19][C:1]1[S:2][CH:3]=[C:4]2[C:10]=1[C:9]1[CH:11]=[CH:12][CH:13]=[CH:14][C:8]=1[O:7][C:6]1[CH:15]=[CH:16][CH:17]=[CH:18][C:5]2=1, predict the reactants needed to synthesize it. (3) Given the product [F:14][C:11]1[CH:12]=[CH:13][C:8]([C:6]2[C:5]([CH3:15])=[CH:4][N:3]=[C:2]([NH:28][C:27]3[CH:26]=[CH:25][C:24]([CH2:23][N:20]4[CH2:19][CH2:18][N:17]([CH3:16])[CH2:22][CH2:21]4)=[CH:30][CH:29]=3)[N:7]=2)=[CH:9][CH:10]=1, predict the reactants needed to synthesize it. The reactants are: Cl[C:2]1[N:7]=[C:6]([C:8]2[CH:13]=[CH:12][C:11]([F:14])=[CH:10][CH:9]=2)[C:5]([CH3:15])=[CH:4][N:3]=1.[CH3:16][N:17]1[CH2:22][CH2:21][N:20]([CH2:23][C:24]2[CH:30]=[CH:29][C:27]([NH2:28])=[CH:26][CH:25]=2)[CH2:19][CH2:18]1. (4) Given the product [F:1][C:2]1[CH:7]=[CH:6][C:5]([O:8][C:24]2[CH:25]=[C:26]([S:30]([CH2:33][CH2:34][CH2:35][OH:36])(=[O:32])=[O:31])[CH:27]=[CH:28][CH:29]=2)=[CH:4][C:3]=1[C:9]1[C:18]2[C:13](=[C:14]([C:19]([F:20])([F:22])[F:21])[CH:15]=[CH:16][CH:17]=2)[N:12]=[CH:11][N:10]=1, predict the reactants needed to synthesize it. The reactants are: [F:1][C:2]1[CH:7]=[CH:6][C:5]([OH:8])=[CH:4][C:3]=1[C:9]1[C:18]2[C:13](=[C:14]([C:19]([F:22])([F:21])[F:20])[CH:15]=[CH:16][CH:17]=2)[N:12]=[CH:11][N:10]=1.Br[C:24]1[CH:25]=[C:26]([S:30]([CH2:33][CH2:34][CH2:35][OH:36])(=[O:32])=[O:31])[CH:27]=[CH:28][CH:29]=1. (5) Given the product [Br:13][C:4]1[C:5]([C:6]#[N:7])=[CH:8][C:9]([O:11][CH3:12])=[CH:10][C:3]=1[O:2][CH3:1], predict the reactants needed to synthesize it. The reactants are: [CH3:1][O:2][C:3]1[CH:4]=[C:5]([CH:8]=[C:9]([O:11][CH3:12])[CH:10]=1)[C:6]#[N:7].[Br-:13].[Br-].[Br-].[NH+]1C=CC=CC=1.[NH+]1C=CC=CC=1.[NH+]1C=CC=CC=1. (6) Given the product [Br:1][C:2]1[N:3]=[C:4]([C:25]([CH3:27])([CH3:28])[CH3:26])[NH:5][C:6]=1[C:7]1[CH:12]=[CH:11][N:10]=[C:9]([NH:13][CH2:14][C@@H:15]([NH:17][C:42](=[O:43])[CH2:41][O:40][CH3:39])[CH3:16])[N:8]=1, predict the reactants needed to synthesize it. The reactants are: [Br:1][C:2]1[N:3]=[C:4]([C:25]([CH3:28])([CH3:27])[CH3:26])[NH:5][C:6]=1[C:7]1[CH:12]=[CH:11][N:10]=[C:9]([NH:13][CH2:14][C@@H:15]([NH:17]C(=O)OC(C)(C)C)[CH3:16])[N:8]=1.Cl.C(N(C(C)C)CC)(C)C.[CH3:39][O:40][CH2:41][C:42](Cl)=[O:43]. (7) Given the product [Br:1][C:2]1[CH:9]=[CH:8][C:5]([C:6]#[N:7])=[C:4]([O:10][CH2:9][CH2:2][CH2:3][CH3:4])[CH:3]=1, predict the reactants needed to synthesize it. The reactants are: [Br:1][C:2]1[CH:9]=[CH:8][C:5]([C:6]#[N:7])=[C:4]([OH:10])[CH:3]=1.[H-].[Na+]. (8) Given the product [O:22]=[C:11]([C:12]1[CH:17]=[CH:16][C:15]([C:18]([F:21])([F:20])[F:19])=[CH:14][N:13]=1)[CH2:10][N:6]1[CH:7]=[CH:8][CH:9]=[C:5]1[C:3]([O:4][CH3:28])=[O:25], predict the reactants needed to synthesize it. The reactants are: ClC(Cl)(Cl)[C:3]([C:5]1[N:6]([CH2:10][C:11](=[O:22])[C:12]2[CH:17]=[CH:16][C:15]([C:18]([F:21])([F:20])[F:19])=[CH:14][N:13]=2)[CH:7]=[CH:8][CH:9]=1)=[O:4].[OH-:25].[Na+].Cl.[CH3:28]O.